Predict the product of the given reaction. From a dataset of Forward reaction prediction with 1.9M reactions from USPTO patents (1976-2016). (1) Given the reactants [Cl:1][C:2]1[N:3]=[C:4](Cl)[C:5]2[CH2:10][CH2:9][CH2:8][C:6]=2[N:7]=1.[C:12]1(B(O)O)[CH:17]=[CH:16][CH:15]=[CH:14][CH:13]=1.C(N(CC)CC)C.CN(C)C=O, predict the reaction product. The product is: [Cl:1][C:2]1[N:3]=[C:4]([C:12]2[CH:17]=[CH:16][CH:15]=[CH:14][CH:13]=2)[C:5]2[CH2:10][CH2:9][CH2:8][C:6]=2[N:7]=1. (2) The product is: [ClH:1].[ClH:27].[ClH:1].[ClH:1].[Cl:1][C:2]1[C:7]([O:8][CH3:9])=[CH:6][C:5]([C:10]2[CH:15]=[C:14]([CH2:16][N:17]3[CH2:18][CH2:19][CH:20]([N:23]([CH2:42][C:40]4[CH:39]=[CH:38][N:37]=[C:36]([C:31]5[CH:32]=[C:33]([O:34][CH3:35])[C:28]([Cl:27])=[C:29]([O:44][CH3:45])[CH:30]=5)[CH:41]=4)[CH3:24])[CH2:21][CH2:22]3)[CH:13]=[CH:12][N:11]=2)=[CH:4][C:3]=1[O:25][CH3:26]. Given the reactants [Cl:1][C:2]1[C:7]([O:8][CH3:9])=[CH:6][C:5]([C:10]2[CH:15]=[C:14]([CH2:16][N:17]3[CH2:22][CH2:21][CH:20]([NH:23][CH3:24])[CH2:19][CH2:18]3)[CH:13]=[CH:12][N:11]=2)=[CH:4][C:3]=1[O:25][CH3:26].[Cl:27][C:28]1[C:33]([O:34][CH3:35])=[CH:32][C:31]([C:36]2[CH:41]=[C:40]([CH2:42]Cl)[CH:39]=[CH:38][N:37]=2)=[CH:30][C:29]=1[O:44][CH3:45], predict the reaction product.